Task: Regression. Given a peptide amino acid sequence and an MHC pseudo amino acid sequence, predict their binding affinity value. This is MHC class II binding data.. Dataset: Peptide-MHC class II binding affinity with 134,281 pairs from IEDB (1) The peptide sequence is PEAKYDAYVATLTEA. The MHC is HLA-DPA10201-DPB10501 with pseudo-sequence HLA-DPA10201-DPB10501. The binding affinity (normalized) is 0.281. (2) The peptide sequence is LVTVNPIASTNDDEV. The MHC is DRB1_0405 with pseudo-sequence DRB1_0405. The binding affinity (normalized) is 0.348. (3) The peptide sequence is YDKFLANVSTVLTGV. The MHC is DRB3_0202 with pseudo-sequence DRB3_0202. The binding affinity (normalized) is 0.897. (4) The peptide sequence is NASHCNEMSWIQSIP. The MHC is HLA-DQA10301-DQB10302 with pseudo-sequence HLA-DQA10301-DQB10302. The binding affinity (normalized) is 0.140. (5) The peptide sequence is NGILKKLSSIKSKSR. The MHC is DRB1_0401 with pseudo-sequence DRB1_0401. The binding affinity (normalized) is 0.601. (6) The peptide sequence is ELLKTVRLIKFLYQSNP. The MHC is DRB1_1602 with pseudo-sequence DRB1_1602. The binding affinity (normalized) is 0.420. (7) The peptide sequence is VLAGWLFHVRGARR. The MHC is DRB1_0301 with pseudo-sequence DRB1_0301. The binding affinity (normalized) is 0.111. (8) The peptide sequence is AVSMTGVMRGNHYAF. The MHC is HLA-DQA10201-DQB10301 with pseudo-sequence HLA-DQA10201-DQB10301. The binding affinity (normalized) is 0.770. (9) The peptide sequence is AFKVAATDANAAPAN. The MHC is DRB1_0401 with pseudo-sequence QEFFIASGAAVDAIMEVHFDYYDLQKATYHVGFT. The binding affinity (normalized) is 0.295.